This data is from NCI-60 drug combinations with 297,098 pairs across 59 cell lines. The task is: Regression. Given two drug SMILES strings and cell line genomic features, predict the synergy score measuring deviation from expected non-interaction effect. (1) Drug 1: COC1=CC(=CC(=C1O)OC)C2C3C(COC3=O)C(C4=CC5=C(C=C24)OCO5)OC6C(C(C7C(O6)COC(O7)C8=CC=CS8)O)O. Drug 2: C1=CN(C=N1)CC(O)(P(=O)(O)O)P(=O)(O)O. Cell line: A498. Synergy scores: CSS=-1.68, Synergy_ZIP=-11.9, Synergy_Bliss=-24.2, Synergy_Loewe=-42.6, Synergy_HSA=-24.3. (2) Drug 1: CCCS(=O)(=O)NC1=C(C(=C(C=C1)F)C(=O)C2=CNC3=C2C=C(C=N3)C4=CC=C(C=C4)Cl)F. Drug 2: C1CC(C1)(C(=O)O)C(=O)O.[NH2-].[NH2-].[Pt+2]. Cell line: MALME-3M. Synergy scores: CSS=55.7, Synergy_ZIP=-2.37, Synergy_Bliss=-0.515, Synergy_Loewe=0.0120, Synergy_HSA=3.18. (3) Drug 1: C1=CC(=CC=C1C#N)C(C2=CC=C(C=C2)C#N)N3C=NC=N3. Drug 2: C1=CC=C(C=C1)NC(=O)CCCCCCC(=O)NO. Cell line: PC-3. Synergy scores: CSS=-2.19, Synergy_ZIP=1.73, Synergy_Bliss=0.492, Synergy_Loewe=-13.8, Synergy_HSA=-8.32. (4) Drug 1: C1=CC(=CC=C1CCCC(=O)O)N(CCCl)CCCl. Drug 2: CS(=O)(=O)OCCCCOS(=O)(=O)C. Cell line: ACHN. Synergy scores: CSS=59.9, Synergy_ZIP=-9.18, Synergy_Bliss=-6.49, Synergy_Loewe=-5.88, Synergy_HSA=-2.95. (5) Drug 1: CC1=C(C=C(C=C1)NC(=O)C2=CC=C(C=C2)CN3CCN(CC3)C)NC4=NC=CC(=N4)C5=CN=CC=C5. Drug 2: C1=NC2=C(N=C(N=C2N1C3C(C(C(O3)CO)O)F)Cl)N. Cell line: SF-539. Synergy scores: CSS=8.99, Synergy_ZIP=-4.34, Synergy_Bliss=-5.46, Synergy_Loewe=-4.51, Synergy_HSA=-4.21. (6) Drug 2: CC1=CC=C(C=C1)C2=CC(=NN2C3=CC=C(C=C3)S(=O)(=O)N)C(F)(F)F. Drug 1: CC1=C(C=C(C=C1)NC2=NC=CC(=N2)N(C)C3=CC4=NN(C(=C4C=C3)C)C)S(=O)(=O)N.Cl. Synergy scores: CSS=10.2, Synergy_ZIP=1.39, Synergy_Bliss=4.16, Synergy_Loewe=-3.44, Synergy_HSA=0.763. Cell line: SK-MEL-2. (7) Drug 1: CCCCC(=O)OCC(=O)C1(CC(C2=C(C1)C(=C3C(=C2O)C(=O)C4=C(C3=O)C=CC=C4OC)O)OC5CC(C(C(O5)C)O)NC(=O)C(F)(F)F)O. Drug 2: N.N.Cl[Pt+2]Cl. Cell line: SN12C. Synergy scores: CSS=52.9, Synergy_ZIP=-1.65, Synergy_Bliss=1.31, Synergy_Loewe=-1.39, Synergy_HSA=4.34. (8) Drug 1: CC1=C(C=C(C=C1)C(=O)NC2=CC(=CC(=C2)C(F)(F)F)N3C=C(N=C3)C)NC4=NC=CC(=N4)C5=CN=CC=C5. Drug 2: C1=NC2=C(N=C(N=C2N1C3C(C(C(O3)CO)O)F)Cl)N. Cell line: TK-10. Synergy scores: CSS=0.428, Synergy_ZIP=2.16, Synergy_Bliss=8.31, Synergy_Loewe=-8.73, Synergy_HSA=-4.54. (9) Drug 1: CCC1(C2=C(COC1=O)C(=O)N3CC4=CC5=C(C=CC(=C5CN(C)C)O)N=C4C3=C2)O.Cl. Drug 2: CC1CCCC2(C(O2)CC(NC(=O)CC(C(C(=O)C(C1O)C)(C)C)O)C(=CC3=CSC(=N3)C)C)C. Cell line: MOLT-4. Synergy scores: CSS=86.6, Synergy_ZIP=-0.0640, Synergy_Bliss=-0.380, Synergy_Loewe=-2.07, Synergy_HSA=0.696. (10) Cell line: A549. Synergy scores: CSS=38.5, Synergy_ZIP=1.24, Synergy_Bliss=0.0344, Synergy_Loewe=-11.4, Synergy_HSA=-0.351. Drug 1: C1=CN(C(=O)N=C1N)C2C(C(C(O2)CO)O)O.Cl. Drug 2: CCC1(CC2CC(C3=C(CCN(C2)C1)C4=CC=CC=C4N3)(C5=C(C=C6C(=C5)C78CCN9C7C(C=CC9)(C(C(C8N6C)(C(=O)OC)O)OC(=O)C)CC)OC)C(=O)OC)O.OS(=O)(=O)O.